From a dataset of Full USPTO retrosynthesis dataset with 1.9M reactions from patents (1976-2016). Predict the reactants needed to synthesize the given product. (1) Given the product [C:1]([N:4]1[CH2:8][CH2:7][N:6]([C:11]2[CH:16]=[N:15][C:14]([C:17]([N:19]3[CH2:24][CH2:23][N:22]([C:25]4[C:30]([CH3:31])=[CH:29][C:28]([CH:32]5[CH2:34][CH2:33]5)=[CH:27][N:26]=4)[CH2:21][CH2:20]3)=[O:18])=[CH:13][CH:12]=2)[C:5]1=[O:9])(=[O:3])[CH3:2], predict the reactants needed to synthesize it. The reactants are: [C:1]([N:4]1[CH2:8][CH2:7][NH:6][C:5]1=[O:9])(=[O:3])[CH3:2].Br[C:11]1[CH:12]=[CH:13][C:14]([C:17]([N:19]2[CH2:24][CH2:23][N:22]([C:25]3[C:30]([CH3:31])=[CH:29][C:28]([CH:32]4[CH2:34][CH2:33]4)=[CH:27][N:26]=3)[CH2:21][CH2:20]2)=[O:18])=[N:15][CH:16]=1. (2) The reactants are: Cl[C:2]1[CH:7]=[C:6]([Cl:8])[N:5]=[CH:4][C:3]=1[CH:9]=O.[NH2:11][NH2:12].C(N(CC)C(C)C)(C)C. Given the product [Cl:8][C:6]1[N:5]=[CH:4][C:3]2[CH:9]=[N:11][NH:12][C:2]=2[CH:7]=1, predict the reactants needed to synthesize it.